Dataset: Full USPTO retrosynthesis dataset with 1.9M reactions from patents (1976-2016). Task: Predict the reactants needed to synthesize the given product. (1) Given the product [F:1][C:2]1[CH:3]=[C:4]2[C:9](=[CH:10][C:11]=1[O:44][CH2:43][CH2:42][O:41][CH3:40])[N:8]([CH2:13][C:14]1[CH:15]=[CH:16][C:17]([C:20]([F:23])([F:21])[F:22])=[CH:18][CH:19]=1)[CH:7]=[C:6]([C:24]1[N:28]=[C:27]([C:29]([C:32]3[CH:33]=[CH:34][C:35]([F:38])=[CH:36][CH:37]=3)([CH3:31])[CH3:30])[O:26][N:25]=1)[C:5]2=[O:39], predict the reactants needed to synthesize it. The reactants are: [F:1][C:2]1[CH:3]=[C:4]2[C:9](=[CH:10][C:11]=1F)[N:8]([CH2:13][C:14]1[CH:19]=[CH:18][C:17]([C:20]([F:23])([F:22])[F:21])=[CH:16][CH:15]=1)[CH:7]=[C:6]([C:24]1[N:28]=[C:27]([C:29]([C:32]3[CH:37]=[CH:36][C:35]([F:38])=[CH:34][CH:33]=3)([CH3:31])[CH3:30])[O:26][N:25]=1)[C:5]2=[O:39].[CH3:40][O:41][CH2:42][CH2:43][OH:44]. (2) Given the product [CH2:31]([NH:1][CH2:2][CH2:3][NH:4][C:5](=[O:24])[C:6]1[CH:11]=[CH:10][CH:9]=[C:8]([NH:12][C:13]2[C:22]3[C:17](=[CH:18][CH:19]=[CH:20][CH:21]=3)[N:16]=[C:15]([CH3:23])[CH:14]=2)[CH:7]=1)[C:28]1[CH:29]=[CH:30][CH:25]=[CH:26][CH:27]=1, predict the reactants needed to synthesize it. The reactants are: [NH2:1][CH2:2][CH2:3][NH:4][C:5](=[O:24])[C:6]1[CH:11]=[CH:10][CH:9]=[C:8]([NH:12][C:13]2[C:22]3[C:17](=[CH:18][CH:19]=[CH:20][CH:21]=3)[N:16]=[C:15]([CH3:23])[CH:14]=2)[CH:7]=1.[CH:25]1[CH:30]=[CH:29][C:28]([CH:31]=O)=[CH:27][CH:26]=1.[BH4-].[Na+].[OH-].[Na+]. (3) Given the product [N:4]1[CH:5]=[CH:6][CH:7]=[C:2]([C:12]2[CH:13]=[CH:14][CH:15]=[CH:16][C:11]=2[C:8]([NH2:9])=[O:10])[CH:3]=1, predict the reactants needed to synthesize it. The reactants are: Br[C:2]1[CH:3]=[N:4][CH:5]=[CH:6][CH:7]=1.[C:8]([C:11]1[CH:16]=[CH:15][CH:14]=[CH:13][C:12]=1B(O)O)(=[O:10])[NH2:9].C(=O)([O-])[O-].[K+].[K+].